This data is from Catalyst prediction with 721,799 reactions and 888 catalyst types from USPTO. The task is: Predict which catalyst facilitates the given reaction. Reactant: [C:1]1([CH3:21])[CH:6]=[C:5]([CH3:7])[CH:4]=[C:3]([CH3:8])[C:2]=1[N:9]=[N:10][NH:11][C:12]1[C:17]([CH3:18])=[CH:16][C:15]([CH3:19])=[CH:14][C:13]=1[CH3:20].[C:22]1([CH3:32])[CH:27]=[C:26]([CH3:28])[CH:25]=[C:24]([CH3:29])[C:23]=1[C:30]#[CH:31].ClOC(C)(C)C.[F:39][P-:40]([F:45])([F:44])([F:43])([F:42])[F:41].[K+]. Product: [F:39][P-:40]([F:45])([F:44])([F:43])([F:42])[F:41].[CH3:21][C:1]1[CH:6]=[C:5]([CH3:7])[CH:4]=[C:3]([CH3:8])[C:2]=1[NH+:9]1[CH:31]=[C:30]([C:23]2[C:24]([CH3:29])=[CH:25][C:26]([CH3:28])=[CH:27][C:22]=2[CH3:32])[N:11]([C:12]2[C:13]([CH3:20])=[CH:14][C:15]([CH3:19])=[CH:16][C:17]=2[CH3:18])[NH:10]1. The catalyst class is: 4.